This data is from Forward reaction prediction with 1.9M reactions from USPTO patents (1976-2016). The task is: Predict the product of the given reaction. (1) Given the reactants C1(P(=O)(C2C=CC=CC=2)C2C=CC=CC=2)C=CC=CC=1.FC(F)(F)S(OS(C(F)(F)F)(=O)=O)(=O)=O.C([S:43][CH:44]([CH2:69][N:70]1[CH2:75][CH2:74][S:73][CH2:72][CH2:71]1)[CH2:45][NH:46][C:47]([C:49]1[NH:50][C:51]2[C:56]([CH:57]=1)=[CH:55][CH:54]=[CH:53][C:52]=2[N:58]([CH3:68])[S:59]([C:62]1[CH:67]=[CH:66][CH:65]=[CH:64][N:63]=1)(=[O:61])=[O:60])=O)C1C=CC=CC=1, predict the reaction product. The product is: [CH3:68][N:58]([C:52]1[CH:53]=[CH:54][CH:55]=[C:56]2[C:51]=1[NH:50][C:49]([C:47]1[S:43][CH:44]([CH2:69][N:70]3[CH2:71][CH2:72][S:73][CH2:74][CH2:75]3)[CH2:45][N:46]=1)=[CH:57]2)[S:59]([C:62]1[CH:67]=[CH:66][CH:65]=[CH:64][N:63]=1)(=[O:60])=[O:61]. (2) Given the reactants [Cl:1][C:2]1[C:6]([Cl:7])=[C:5]([CH3:8])[NH:4][C:3]=1[C:9]([OH:11])=O.CN(C(ON1N=NC2C=CC=NC1=2)=[N+](C)C)C.F[P-](F)(F)(F)(F)F.C1C=NC2N(O)N=NC=2C=1.CCN(C(C)C)C(C)C.Cl.[NH2:56][C@H:57]1[CH2:62][CH2:61][N:60]([C:63]([O:65][CH2:66][CH3:67])=[O:64])[CH2:59][C@H:58]1[O:68][CH3:69], predict the reaction product. The product is: [Cl:1][C:2]1[C:6]([Cl:7])=[C:5]([CH3:8])[NH:4][C:3]=1[C:9]([NH:56][C@H:57]1[CH2:62][CH2:61][N:60]([C:63]([O:65][CH2:66][CH3:67])=[O:64])[CH2:59][C@H:58]1[O:68][CH3:69])=[O:11]. (3) Given the reactants N[C@@H:2]([CH3:5])[CH2:3][OH:4].[NH2:6][CH:7]1[CH2:12][CH2:11][O:10][CH2:9][CH2:8]1.Cl.FC1C=[C:17]([C@@H:23]([C:25]2C=N[N:28]([CH3:30])[CH:29]=2)N)[CH:18]=[CH:19]C=1OC.Cl.[NH2:32][C@@H:33]([C:36]1[CH:41]=[CH:40][C:39]([O:42][CH3:43])=[C:38]([F:44])[CH:37]=1)[CH2:34][OH:35], predict the reaction product. The product is: [F:44][C:38]1[CH:37]=[C:36]([C@H:33]([NH:32][C:3]([C:2]2[CH:5]=[C:23]3[C:17](=[CH:18][CH:19]=2)[CH:30]=[N:28][C:29]([NH:6][CH:7]2[CH2:12][CH2:11][O:10][CH2:9][CH2:8]2)=[CH:25]3)=[O:4])[CH2:34][OH:35])[CH:41]=[CH:40][C:39]=1[O:42][CH3:43]. (4) Given the reactants [CH3:1][O:2][C:3](=[O:31])[C@@H:4]([O:6][C:7]1[CH:8]=[C:9]([CH:28]=[CH:29][CH:30]=1)[CH2:10][N:11]1[C:19]2[C:14](=[CH:15][C:16]([C:20]([O:22]CC=C)=[O:21])=[CH:17][CH:18]=2)[C:13]([CH3:26])=[C:12]1[CH3:27])[CH3:5].N1CCOCC1, predict the reaction product. The product is: [CH3:1][O:2][C:3](=[O:31])[C@@H:4]([O:6][C:7]1[CH:8]=[C:9]([CH:28]=[CH:29][CH:30]=1)[CH2:10][N:11]1[C:19]2[C:14](=[CH:15][C:16]([C:20]([OH:22])=[O:21])=[CH:17][CH:18]=2)[C:13]([CH3:26])=[C:12]1[CH3:27])[CH3:5]. (5) Given the reactants [F:1][C:2]([F:13])([C:9]([F:12])([F:11])[F:10])[CH2:3][CH2:4][S:5][CH2:6][C:7]#[N:8].OO.S([O-])([O-])=[O:17].[Na+].[Na+].[OH2:22], predict the reaction product. The product is: [F:13][C:2]([F:1])([C:9]([F:10])([F:11])[F:12])[CH2:3][CH2:4][S:5]([CH2:6][C:7]#[N:8])(=[O:17])=[O:22]. (6) Given the reactants Cl.[NH2:2][C:3]1[C:4]2[C:14]([O:15][CH2:16][C@H:17]3[CH2:22][CH2:21][CH2:20][CH2:19][NH2+:18]3)=[CH:13][CH:12]=[CH:11][C:5]=2[NH:6][S:7](=[O:10])(=[O:9])[N:8]=1.[CH3:23][C:24]1[CH:25]=[C:26]2[C:31](=[CH:32][CH:33]=1)[N:30]=[CH:29][CH:28]=[C:27]2[C:34](O)=[O:35], predict the reaction product. The product is: [NH2:2][C:3]1[C:4]2[C:14]([O:15][CH2:16][C@H:17]3[CH2:22][CH2:21][CH2:20][CH2:19][N:18]3[C:34]([C:27]3[C:26]4[C:31](=[CH:32][CH:33]=[C:24]([CH3:23])[CH:25]=4)[N:30]=[CH:29][CH:28]=3)=[O:35])=[CH:13][CH:12]=[CH:11][C:5]=2[NH:6][S:7](=[O:9])(=[O:10])[N:8]=1.